This data is from Catalyst prediction with 721,799 reactions and 888 catalyst types from USPTO. The task is: Predict which catalyst facilitates the given reaction. (1) Reactant: O.[OH-].[Li+].C[O:5][C:6](=[O:30])[CH2:7][C:8]1[C:17]([CH3:18])=[C:16]([C:19]2[CH:24]=[CH:23][C:22]([S:25]([CH3:28])(=[O:27])=[O:26])=[CH:21][N:20]=2)[C:15]2[C:10](=[CH:11][CH:12]=[C:13]([F:29])[CH:14]=2)[CH:9]=1. Product: [F:29][C:13]1[CH:14]=[C:15]2[C:10](=[CH:11][CH:12]=1)[CH:9]=[C:8]([CH2:7][C:6]([OH:30])=[O:5])[C:17]([CH3:18])=[C:16]2[C:19]1[CH:24]=[CH:23][C:22]([S:25]([CH3:28])(=[O:26])=[O:27])=[CH:21][N:20]=1. The catalyst class is: 20. (2) Reactant: C[C:2]1[N:10]([CH2:11][C:12]2[C:13]([O:20][CH3:21])=[N:14][C:15]([CH3:19])=[C:16]([F:18])[CH:17]=2)[C:9]2[C:4](=[N:5][CH:6]=[CH:7][CH:8]=2)[C:3]=1[C:22](O)=[O:23].Cl.[F:26][CH2:27][CH2:28][NH2:29].C(N(CC)CC)C.C(P1(=O)OP(CCC)(=O)OP(CCC)(=O)O1)CC. The catalyst class is: 46. Product: [F:18][C:16]1[CH:17]=[C:12]([CH2:11][N:10]2[C:9]3[C:4](=[N:5][CH:6]=[CH:7][CH:8]=3)[C:3]([C:22]([NH:29][CH2:28][CH2:27][F:26])=[O:23])=[CH:2]2)[C:13]([O:20][CH3:21])=[N:14][C:15]=1[CH3:19].